Dataset: Merck oncology drug combination screen with 23,052 pairs across 39 cell lines. Task: Regression. Given two drug SMILES strings and cell line genomic features, predict the synergy score measuring deviation from expected non-interaction effect. (1) Cell line: EFM192B. Drug 2: NC1(c2ccc(-c3nc4ccn5c(=O)[nH]nc5c4cc3-c3ccccc3)cc2)CCC1. Drug 1: O=S1(=O)NC2(CN1CC(F)(F)F)C1CCC2Cc2cc(C=CCN3CCC(C(F)(F)F)CC3)ccc2C1. Synergy scores: synergy=-3.14. (2) Drug 1: CN(C)C(=N)N=C(N)N. Drug 2: COC1=C2CC(C)CC(OC)C(O)C(C)C=C(C)C(OC(N)=O)C(OC)C=CC=C(C)C(=O)NC(=CC1=O)C2=O. Cell line: OVCAR3. Synergy scores: synergy=-10.0. (3) Drug 1: O=S1(=O)NC2(CN1CC(F)(F)F)C1CCC2Cc2cc(C=CCN3CCC(C(F)(F)F)CC3)ccc2C1. Cell line: MSTO. Synergy scores: synergy=-6.38. Drug 2: NC(=O)c1cccc2cn(-c3ccc(C4CCCNC4)cc3)nc12. (4) Drug 1: COc1cc(C2c3cc4c(cc3C(OC3OC5COC(C)OC5C(O)C3O)C3COC(=O)C23)OCO4)cc(OC)c1O. Drug 2: Cc1nc(Nc2ncc(C(=O)Nc3c(C)cccc3Cl)s2)cc(N2CCN(CCO)CC2)n1. Cell line: NCIH23. Synergy scores: synergy=-183. (5) Synergy scores: synergy=-2.86. Cell line: SKOV3. Drug 1: O=S1(=O)NC2(CN1CC(F)(F)F)C1CCC2Cc2cc(C=CCN3CCC(C(F)(F)F)CC3)ccc2C1. Drug 2: CC(C)CC(NC(=O)C(Cc1ccccc1)NC(=O)c1cnccn1)B(O)O. (6) Drug 1: O=C(O)C1(Cc2cccc(Nc3nccs3)n2)CCC(Oc2cccc(Cl)c2F)CC1. Drug 2: CC(C)CC(NC(=O)C(Cc1ccccc1)NC(=O)c1cnccn1)B(O)O. Cell line: SKMEL30. Synergy scores: synergy=0.988. (7) Synergy scores: synergy=70.2. Drug 2: Cn1c(=O)n(-c2ccc(C(C)(C)C#N)cc2)c2c3cc(-c4cnc5ccccc5c4)ccc3ncc21. Cell line: A2780. Drug 1: Cc1nc(Nc2ncc(C(=O)Nc3c(C)cccc3Cl)s2)cc(N2CCN(CCO)CC2)n1.